The task is: Predict the reactants needed to synthesize the given product.. This data is from Full USPTO retrosynthesis dataset with 1.9M reactions from patents (1976-2016). (1) Given the product [CH2:19]([O:26][C:27]1[CH:54]=[CH:53][C:52]([O:55][CH2:11][CH2:12][N:13]2[CH2:18][CH2:17][O:16][CH2:15][CH2:14]2)=[CH:51][C:28]=1[C:29]([NH:31][C:32]1[CH:44]=[C:43]([C:45]2[CH:50]=[CH:49][CH:48]=[CH:47][CH:46]=2)[CH:42]=[CH:41][C:33]=1[C:34]([O:36][C:37]([CH3:40])([CH3:39])[CH3:38])=[O:35])=[O:30])[C:20]1[CH:25]=[CH:24][CH:23]=[CH:22][CH:21]=1, predict the reactants needed to synthesize it. The reactants are: C(=O)([O-])[O-].[K+].[K+].[I-].[K+].Cl.Cl[CH2:11][CH2:12][N:13]1[CH2:18][CH2:17][O:16][CH2:15][CH2:14]1.[CH2:19]([O:26][C:27]1[CH:54]=[CH:53][C:52]([OH:55])=[CH:51][C:28]=1[C:29]([NH:31][C:32]1[CH:44]=[C:43]([C:45]2[CH:50]=[CH:49][CH:48]=[CH:47][CH:46]=2)[CH:42]=[CH:41][C:33]=1[C:34]([O:36][C:37]([CH3:40])([CH3:39])[CH3:38])=[O:35])=[O:30])[C:20]1[CH:25]=[CH:24][CH:23]=[CH:22][CH:21]=1. (2) Given the product [O:25]1[C:35]2[C:30](=[CH:31][CH:32]=[CH:33][CH:34]=2)[CH:29]=[C:28]([C:36]([NH:2][C@H:3]([C:14]([O:16][CH3:17])=[O:15])[CH2:4][C:5]2[C:13]3[C:8](=[CH:9][CH:10]=[CH:11][CH:12]=3)[NH:7][CH:6]=2)=[O:37])[C:26]1=[O:27], predict the reactants needed to synthesize it. The reactants are: Cl.[NH2:2][C@H:3]([C:14]([O:16][CH3:17])=[O:15])[CH2:4][C:5]1[C:13]2[C:8](=[CH:9][CH:10]=[CH:11][CH:12]=2)[NH:7][CH:6]=1.C(N(CC)CC)C.[O:25]1[C:35]2[C:30](=[CH:31][CH:32]=[CH:33][CH:34]=2)[CH:29]=[C:28]([C:36](O)=[O:37])[C:26]1=[O:27].CCN=C=NCCCN(C)C.Cl. (3) Given the product [N:27]1([CH2:26][CH2:25][CH2:24][N:18]2[CH2:19][CH2:20][N:21]([C:2]3[N:7]=[CH:6][N:5]=[C:4]([NH2:8])[CH:3]=3)[CH2:22][CH2:23]2)[CH2:28][CH2:29][O:30][CH2:31][CH2:32]1, predict the reactants needed to synthesize it. The reactants are: Cl[C:2]1[N:7]=[CH:6][N:5]=[C:4]([NH2:8])[CH:3]=1.C(N(C(C)C)CC)(C)C.[N:18]1([CH2:24][CH2:25][CH2:26][N:27]2[CH2:32][CH2:31][O:30][CH2:29][CH2:28]2)[CH2:23][CH2:22][NH:21][CH2:20][CH2:19]1. (4) Given the product [Br:1][C:2]1[CH:7]=[CH:6][C:5]([C:11]2[CH:10]=[CH:9][C:18]3[C:13](=[CH:14][CH:15]=[CH:16][CH:17]=3)[CH:12]=2)=[CH:4][CH:3]=1, predict the reactants needed to synthesize it. The reactants are: [Br:1][C:2]1[CH:7]=[CH:6][C:5](I)=[CH:4][CH:3]=1.[CH:9]1[C:18]2[C:13](=[CH:14][CH:15]=[CH:16][CH:17]=2)[CH:12]=[CH:11][C:10]=1B(O)O.C1(C)C=CC=CC=1P(C1C=CC=CC=1C)C1C=CC=CC=1C.C(=O)([O-])[O-].[K+].[K+]. (5) The reactants are: [I:1][C:2]1[CH:3]=[C:4]2[C:8](=[CH:9][C:10]=1[C:11]([F:14])([F:13])[F:12])[CH2:7][NH:6][CH2:5]2.[CH3:15][S:16]([C:19]1[CH:20]=[CH:21][C:22]([O:28][C@@H:29]([CH3:34])[C:30]([F:33])([F:32])[F:31])=[C:23]([CH:27]=1)[C:24](O)=[O:25])(=[O:18])=[O:17]. Given the product [I:1][C:2]1[CH:3]=[C:4]2[C:8](=[CH:9][C:10]=1[C:11]([F:12])([F:14])[F:13])[CH2:7][N:6]([C:24]([C:23]1[CH:27]=[C:19]([S:16]([CH3:15])(=[O:17])=[O:18])[CH:20]=[CH:21][C:22]=1[O:28][C@@H:29]([CH3:34])[C:30]([F:32])([F:33])[F:31])=[O:25])[CH2:5]2, predict the reactants needed to synthesize it. (6) Given the product [Br:10][C:11]1[CH:16]=[C:15]([C:17]([NH:59][CH2:58][C:53]2[CH:54]=[CH:55][CH:56]=[C:57]3[C:52]=2[CH:51]=[CH:50][NH:49]3)=[O:19])[CH:14]=[CH:13][C:12]=1[C:20]([O:22][CH3:23])=[O:21], predict the reactants needed to synthesize it. The reactants are: C(N(C(C)C)CC)(C)C.[Br:10][C:11]1[CH:16]=[C:15]([C:17]([O-:19])=O)[CH:14]=[CH:13][C:12]=1[C:20]([O:22][CH3:23])=[O:21].CN(C(ON1N=NC2C=CC=CC1=2)=[N+](C)C)C.F[P-](F)(F)(F)(F)F.Cl.[NH:49]1[C:57]2[CH:56]=[CH:55][CH:54]=[C:53]([CH2:58][NH2:59])[C:52]=2[CH:51]=[CH:50]1.C1C=CC2N(O)N=NC=2C=1.